This data is from Reaction yield outcomes from USPTO patents with 853,638 reactions. The task is: Predict the reaction yield, written as a fraction of the theoretical maximum amount of product (1.0 means a 100% yield; for example, 0.34 means a 34% yield). The reactants are [CH2:1]([O:3][CH2:4][CH2:5][S:6][C:7]1[CH:12]=[C:11]([CH3:13])[C:10]([C:14]2[CH:19]=[CH:18][CH:17]=[C:16]([CH:20]=[O:21])[CH:15]=2)=[C:9]([CH3:22])[CH:8]=1)[CH3:2].[BH4-].[Na+]. The catalyst is O1CCCC1.CO. The product is [CH2:1]([O:3][CH2:4][CH2:5][S:6][C:7]1[CH:12]=[C:11]([CH3:13])[C:10]([C:14]2[CH:19]=[CH:18][CH:17]=[C:16]([CH2:20][OH:21])[CH:15]=2)=[C:9]([CH3:22])[CH:8]=1)[CH3:2]. The yield is 0.960.